From a dataset of Forward reaction prediction with 1.9M reactions from USPTO patents (1976-2016). Predict the product of the given reaction. Given the reactants Br[C:2]1[CH:3]=[C:4]([C:8]2[CH:13]=[CH:12][CH:11]=[CH:10][CH:9]=2)[CH:5]=[CH:6][CH:7]=1.[NH2:14][C@@H:15]([CH2:19][C:20]1[CH:25]=[C:24]([O:26][CH3:27])[C:23]([O:28][CH3:29])=[C:22]([O:30][CH3:31])[CH:21]=1)[C:16]([OH:18])=[O:17].C([O-])([O-])=O.[K+].[K+], predict the reaction product. The product is: [C:4]1([C:8]2[CH:13]=[CH:12][CH:11]=[CH:10][CH:9]=2)[CH:5]=[CH:6][CH:7]=[C:2]([NH:14][C@@H:15]([CH2:19][C:20]2[CH:21]=[C:22]([O:30][CH3:31])[C:23]([O:28][CH3:29])=[C:24]([O:26][CH3:27])[CH:25]=2)[C:16]([OH:18])=[O:17])[CH:3]=1.